From a dataset of NCI-60 drug combinations with 297,098 pairs across 59 cell lines. Regression. Given two drug SMILES strings and cell line genomic features, predict the synergy score measuring deviation from expected non-interaction effect. (1) Drug 1: CCC1(CC2CC(C3=C(CCN(C2)C1)C4=CC=CC=C4N3)(C5=C(C=C6C(=C5)C78CCN9C7C(C=CC9)(C(C(C8N6C)(C(=O)OC)O)OC(=O)C)CC)OC)C(=O)OC)O.OS(=O)(=O)O. Drug 2: CC1=C(C=C(C=C1)C(=O)NC2=CC(=CC(=C2)C(F)(F)F)N3C=C(N=C3)C)NC4=NC=CC(=N4)C5=CN=CC=C5. Cell line: SF-295. Synergy scores: CSS=-1.44, Synergy_ZIP=14.2, Synergy_Bliss=11.3, Synergy_Loewe=-3.49, Synergy_HSA=-3.55. (2) Drug 1: C1CN1P(=S)(N2CC2)N3CC3. Drug 2: CCC1=C2CN3C(=CC4=C(C3=O)COC(=O)C4(CC)O)C2=NC5=C1C=C(C=C5)O. Cell line: COLO 205. Synergy scores: CSS=49.7, Synergy_ZIP=-4.55, Synergy_Bliss=-3.66, Synergy_Loewe=-16.2, Synergy_HSA=0.0832.